From a dataset of Retrosynthesis with 50K atom-mapped reactions and 10 reaction types from USPTO. Predict the reactants needed to synthesize the given product. (1) The reactants are: O=C(Cl)c1ccc(Cl)nn1.O=S(=O)(c1ccc2cc(Cl)ccc2c1)N1CCNCC1. Given the product O=C(c1ccc(Cl)nn1)N1CCN(S(=O)(=O)c2ccc3cc(Cl)ccc3c2)CC1, predict the reactants needed to synthesize it. (2) Given the product CC(C)(C)[Si](C)(C)OC1CCC(Nc2cnnn2Cc2ccccc2)CC1, predict the reactants needed to synthesize it. The reactants are: CC(C)(C)[Si](C)(C)OC1CCC(=O)CC1.Nc1cnnn1Cc1ccccc1. (3) The reactants are: COCn1c(=O)c2cccnc2c2cc(CCCN(C)C)ccc21. Given the product COCn1c(=O)c2c(c3cc(CCCN(C)C)ccc31)NCCC2, predict the reactants needed to synthesize it. (4) Given the product CCN(CC)CCn1ccc2cc(NS(=O)(=O)c3ccc4ccccc4c3)ccc21, predict the reactants needed to synthesize it. The reactants are: CCN(CC)CCn1ccc2cc(N)ccc21.O=S(=O)(Cl)c1ccc2ccccc2c1. (5) Given the product C[C@H](NC(=O)OC(C)(C)C)c1cccc(Oc2cc(Cl)ccc2[N+](=O)[O-])c1, predict the reactants needed to synthesize it. The reactants are: C[C@H](NC(=O)OC(C)(C)C)c1cccc(O)c1.O=[N+]([O-])c1ccc(Cl)cc1F. (6) Given the product COC(=O)c1ccc(C2CCN(C(=O)c3ccc[nH]3)C2)c(C(F)(F)F)c1, predict the reactants needed to synthesize it. The reactants are: COC(=O)c1ccc(C2CCNC2)c(C(F)(F)F)c1.O=C(O)c1ccc[nH]1.